This data is from Forward reaction prediction with 1.9M reactions from USPTO patents (1976-2016). The task is: Predict the product of the given reaction. (1) Given the reactants Br[C:2]1[CH:11]=[CH:10][C:9]2[C:4](=[CH:5][CH:6]=[CH:7][CH:8]=2)[CH:3]=1.C([Li])CCC.[CH:17]1[C:26]2[C:21](=[CH:22][CH:23]=[CH:24][CH:25]=2)[CH:20]=[CH:19][C:18]=1[C:27]1[CH:40]=[CH:39][C:38]2[C:37](=O)[C:36]3[C:31](=[CH:32][CH:33]=[CH:34][CH:35]=3)[CH2:30][C:29]=2[CH:28]=1.Cl, predict the reaction product. The product is: [CH:17]1[C:26]2[C:21](=[CH:22][CH:23]=[CH:24][CH:25]=2)[CH:20]=[CH:19][C:18]=1[C:27]1[CH:40]=[CH:39][C:38]2[C:29](=[CH:30][C:31]3[C:36]([C:37]=2[C:2]2[CH:11]=[CH:10][C:9]4[C:4](=[CH:5][CH:6]=[CH:7][CH:8]=4)[CH:3]=2)=[CH:35][CH:34]=[CH:33][CH:32]=3)[CH:28]=1. (2) The product is: [CH3:1][C:2]1([CH3:27])[CH2:11][C:10]2[C:5](=[CH:6][CH:7]=[C:8]([C:12]([O:14][CH3:15])=[O:13])[CH:9]=2)[NH:4][CH:3]1[C:16]1[CH:21]=[CH:20][CH:19]=[C:18]([S:22](=[O:26])(=[O:25])[NH:23][CH3:24])[CH:17]=1. Given the reactants [CH3:1][C:2]1([CH3:27])[CH2:11][C:10]2[C:5](=[CH:6][CH:7]=[C:8]([C:12]([O:14][CH3:15])=[O:13])[CH:9]=2)[N:4]=[C:3]1[C:16]1[CH:21]=[CH:20][CH:19]=[C:18]([S:22](=[O:26])(=[O:25])[NH:23][CH3:24])[CH:17]=1, predict the reaction product. (3) Given the reactants [C:1]([B-:3]([C:8]#[N:9])([C:6]#[N:7])[C:4]#[N:5])#[N:2].[K+].[Cl-].[CH3:12][N:13]1[CH:17]=[CH:16][N+:15]([CH2:18][CH2:19][CH2:20][CH2:21][CH2:22][CH2:23][CH2:24][CH3:25])=[CH:14]1, predict the reaction product. The product is: [C:1]([B-:3]([C:8]#[N:9])([C:6]#[N:7])[C:4]#[N:5])#[N:2].[CH2:18]([N+:15]1[CH:16]=[CH:17][N:13]([CH3:12])[CH:14]=1)[CH2:19][CH2:20][CH2:21][CH2:22][CH2:23][CH2:24][CH3:25]. (4) Given the reactants [Br:1][C:2]1[C:14]2[C:13]3[C:8](=[CH:9][C:10]([C:15]([OH:18])([CH3:17])[CH3:16])=[CH:11][CH:12]=3)[NH:7][C:6]=2[C:5]([C:19]([NH2:21])=[O:20])=[CH:4][CH:3]=1.[C:22](O)(C(F)(F)F)=O, predict the reaction product. The product is: [Br:1][C:2]1[C:14]2[C:13]3[C:8](=[CH:9][C:10]([C:15]([O:18][CH3:22])([CH3:17])[CH3:16])=[CH:11][CH:12]=3)[NH:7][C:6]=2[C:5]([C:19]([NH2:21])=[O:20])=[CH:4][CH:3]=1. (5) The product is: [CH3:1][N:2]1[C:6]([B:16]([OH:19])[OH:17])=[CH:5][C:4]([C:7]([F:10])([F:9])[F:8])=[N:3]1. Given the reactants [CH3:1][N:2]1[CH:6]=[CH:5][C:4]([C:7]([F:10])([F:9])[F:8])=[N:3]1.C([Li])CCC.[B:16](OC)([O:19]C)[O:17]C, predict the reaction product. (6) Given the reactants [CH:1](=O)[CH2:2][CH2:3][CH2:4][CH2:5][CH2:6][CH2:7][CH2:8][CH2:9][CH2:10][CH2:11][CH3:12].[ClH:14].Cl.[F:16][C:17]([F:33])([F:32])[C:18]1[CH:31]=[CH:30][C:21]([CH2:22][NH:23][C:24]([NH:26][C:27]([NH2:29])=[NH:28])=[NH:25])=[CH:20][CH:19]=1, predict the reaction product. The product is: [ClH:14].[NH2:29][C:27]1[NH:26][C:24]([NH:23][CH2:22][C:21]2[CH:30]=[CH:31][C:18]([C:17]([F:16])([F:32])[F:33])=[CH:19][CH:20]=2)=[N:25][CH:1]([CH2:2][CH2:3][CH2:4][CH2:5][CH2:6][CH2:7][CH2:8][CH2:9][CH2:10][CH2:11][CH3:12])[N:28]=1. (7) Given the reactants [N+:1]([C:4]1[CH:12]=[C:11]2[C:7]([C:8](=O)[NH:9][N:10]2[C:13]2[CH:18]=[CH:17][CH:16]=[CH:15][CH:14]=2)=[CH:6][CH:5]=1)([O-:3])=[O:2].C1(C)C(C)=CC=CC=1.P12(SP3(SP(SP(S3)(S1)=S)(=S)S2)=S)=[S:29], predict the reaction product. The product is: [N+:1]([C:4]1[CH:12]=[C:11]2[C:7]([C:8](=[S:29])[NH:9][N:10]2[C:13]2[CH:18]=[CH:17][CH:16]=[CH:15][CH:14]=2)=[CH:6][CH:5]=1)([O-:3])=[O:2].